From a dataset of NCI-60 drug combinations with 297,098 pairs across 59 cell lines. Regression. Given two drug SMILES strings and cell line genomic features, predict the synergy score measuring deviation from expected non-interaction effect. (1) Drug 1: CC1=C2C(C(=O)C3(C(CC4C(C3C(C(C2(C)C)(CC1OC(=O)C(C(C5=CC=CC=C5)NC(=O)OC(C)(C)C)O)O)OC(=O)C6=CC=CC=C6)(CO4)OC(=O)C)OC)C)OC. Drug 2: CC1C(C(=O)NC(C(=O)N2CCCC2C(=O)N(CC(=O)N(C(C(=O)O1)C(C)C)C)C)C(C)C)NC(=O)C3=C4C(=C(C=C3)C)OC5=C(C(=O)C(=C(C5=N4)C(=O)NC6C(OC(=O)C(N(C(=O)CN(C(=O)C7CCCN7C(=O)C(NC6=O)C(C)C)C)C)C(C)C)C)N)C. Cell line: SW-620. Synergy scores: CSS=29.4, Synergy_ZIP=1.50, Synergy_Bliss=2.07, Synergy_Loewe=-8.97, Synergy_HSA=1.84. (2) Drug 1: C1CCN(CC1)CCOC2=CC=C(C=C2)C(=O)C3=C(SC4=C3C=CC(=C4)O)C5=CC=C(C=C5)O. Drug 2: COC1=NC(=NC2=C1N=CN2C3C(C(C(O3)CO)O)O)N. Cell line: CAKI-1. Synergy scores: CSS=-4.07, Synergy_ZIP=0.155, Synergy_Bliss=-4.31, Synergy_Loewe=-3.17, Synergy_HSA=-6.18. (3) Drug 1: C1CCC(C1)C(CC#N)N2C=C(C=N2)C3=C4C=CNC4=NC=N3. Drug 2: C1CC(C1)(C(=O)O)C(=O)O.[NH2-].[NH2-].[Pt+2]. Cell line: SK-MEL-28. Synergy scores: CSS=11.8, Synergy_ZIP=-0.901, Synergy_Bliss=3.32, Synergy_Loewe=-2.22, Synergy_HSA=-0.767. (4) Synergy scores: CSS=40.3, Synergy_ZIP=0.284, Synergy_Bliss=-0.673, Synergy_Loewe=2.84, Synergy_HSA=4.26. Cell line: SF-268. Drug 2: CC1CCCC2(C(O2)CC(NC(=O)CC(C(C(=O)C(C1O)C)(C)C)O)C(=CC3=CSC(=N3)C)C)C. Drug 1: C1=NC(=NC(=O)N1C2C(C(C(O2)CO)O)O)N. (5) Drug 1: CC1=CC=C(C=C1)C2=CC(=NN2C3=CC=C(C=C3)S(=O)(=O)N)C(F)(F)F. Drug 2: C1C(C(OC1N2C=NC(=NC2=O)N)CO)O. Cell line: SF-268. Synergy scores: CSS=-3.69, Synergy_ZIP=2.34, Synergy_Bliss=0.683, Synergy_Loewe=-1.87, Synergy_HSA=-2.14. (6) Drug 1: C1CCN(CC1)CCOC2=CC=C(C=C2)C(=O)C3=C(SC4=C3C=CC(=C4)O)C5=CC=C(C=C5)O. Drug 2: CC1C(C(=O)NC(C(=O)N2CCCC2C(=O)N(CC(=O)N(C(C(=O)O1)C(C)C)C)C)C(C)C)NC(=O)C3=C4C(=C(C=C3)C)OC5=C(C(=O)C(=C(C5=N4)C(=O)NC6C(OC(=O)C(N(C(=O)CN(C(=O)C7CCCN7C(=O)C(NC6=O)C(C)C)C)C)C(C)C)C)N)C. Cell line: MCF7. Synergy scores: CSS=18.7, Synergy_ZIP=-6.30, Synergy_Bliss=-0.814, Synergy_Loewe=0.757, Synergy_HSA=1.43. (7) Cell line: RXF 393. Synergy scores: CSS=56.2, Synergy_ZIP=-0.502, Synergy_Bliss=1.89, Synergy_Loewe=-24.6, Synergy_HSA=4.00. Drug 1: C1C(C(OC1N2C=NC3=C2NC=NCC3O)CO)O. Drug 2: CC1C(C(CC(O1)OC2CC(CC3=C2C(=C4C(=C3O)C(=O)C5=CC=CC=C5C4=O)O)(C(=O)C)O)N)O. (8) Drug 1: CC(CN1CC(=O)NC(=O)C1)N2CC(=O)NC(=O)C2. Drug 2: CC=C1C(=O)NC(C(=O)OC2CC(=O)NC(C(=O)NC(CSSCCC=C2)C(=O)N1)C(C)C)C(C)C. Cell line: K-562. Synergy scores: CSS=54.9, Synergy_ZIP=-0.500, Synergy_Bliss=-3.70, Synergy_Loewe=-15.1, Synergy_HSA=-2.27. (9) Drug 1: C1=CC(=CC=C1CC(C(=O)O)N)N(CCCl)CCCl.Cl. Synergy scores: CSS=40.9, Synergy_ZIP=5.22, Synergy_Bliss=11.7, Synergy_Loewe=4.42, Synergy_HSA=5.99. Cell line: RPMI-8226. Drug 2: CC1C(C(CC(O1)OC2CC(OC(C2O)C)OC3=CC4=CC5=C(C(=O)C(C(C5)C(C(=O)C(C(C)O)O)OC)OC6CC(C(C(O6)C)O)OC7CC(C(C(O7)C)O)OC8CC(C(C(O8)C)O)(C)O)C(=C4C(=C3C)O)O)O)O. (10) Drug 1: C1=CC(=CC=C1CCCC(=O)O)N(CCCl)CCCl. Drug 2: CCN(CC)CCCC(C)NC1=C2C=C(C=CC2=NC3=C1C=CC(=C3)Cl)OC. Cell line: HCC-2998. Synergy scores: CSS=36.9, Synergy_ZIP=-11.2, Synergy_Bliss=-11.8, Synergy_Loewe=-24.4, Synergy_HSA=-6.69.